The task is: Predict the product of the given reaction.. This data is from Forward reaction prediction with 1.9M reactions from USPTO patents (1976-2016). (1) Given the reactants [CH3:1][O:2][C:3]([C:5]1[C:6](=[O:15])[NH:7][C:8]([C:11]([Cl:14])([F:13])[F:12])=[CH:9][CH:10]=1)=[O:4].[Cl:16]N1C(=O)CCC1=O.O, predict the reaction product. The product is: [CH3:1][O:2][C:3]([C:5]1[C:6](=[O:15])[NH:7][C:8]([C:11]([Cl:14])([F:12])[F:13])=[C:9]([Cl:16])[CH:10]=1)=[O:4]. (2) Given the reactants [CH3:1][C:2]1[CH:3]=[CH:4][N:5]2[C:10]=1[C:9](=[O:11])[N:8]([C:12]1[CH:17]=[CH:16][CH:15]=[CH:14][CH:13]=1)[C:7]([C@@H:18]([NH:20][C:21]1[C:22]3[C:29]([C:30]4[N:34]([CH3:35])[N:33]=[C:32]([C:36]([F:39])([F:38])[F:37])[CH:31]=4)=[CH:28][N:27](COCC[Si](C)(C)C)[C:23]=3[N:24]=[CH:25][N:26]=1)[CH3:19])=[N:6]2.FC(F)(F)C(O)=O.N, predict the reaction product. The product is: [CH3:1][C:2]1[CH:3]=[CH:4][N:5]2[C:10]=1[C:9](=[O:11])[N:8]([C:12]1[CH:17]=[CH:16][CH:15]=[CH:14][CH:13]=1)[C:7]([C@@H:18]([NH:20][C:21]1[C:22]3[C:29]([C:30]4[N:34]([CH3:35])[N:33]=[C:32]([C:36]([F:39])([F:38])[F:37])[CH:31]=4)=[CH:28][NH:27][C:23]=3[N:24]=[CH:25][N:26]=1)[CH3:19])=[N:6]2. (3) Given the reactants CCCC[N+](CCCC)(CCCC)CCCC.[F-].[Si]([O:36][CH2:37][CH2:38][CH2:39][N:40]1[C:44]2=[N:45][CH:46]=[CH:47][CH:48]=[C:43]2[C:42]([C:49]2[C:50](=[O:68])[NH:51][C:52](=[O:67])[C:53]=2[C:54]2[C:59]3[S:60][C:61]4[CH:66]=[CH:65][CH:64]=[CH:63][C:62]=4[C:58]=3[CH:57]=[CH:56][CH:55]=2)=[CH:41]1)(C(C)(C)C)(C1C=CC=CC=1)C1C=CC=CC=1, predict the reaction product. The product is: [CH:57]1[C:58]2[C:62]3[CH:63]=[CH:64][CH:65]=[CH:66][C:61]=3[S:60][C:59]=2[C:54]([C:53]2[C:52](=[O:67])[NH:51][C:50](=[O:68])[C:49]=2[C:42]2[C:43]3[C:44](=[N:45][CH:46]=[CH:47][CH:48]=3)[N:40]([CH2:39][CH2:38][CH2:37][OH:36])[CH:41]=2)=[CH:55][CH:56]=1. (4) Given the reactants [Cl:1][C:2]1[CH:9]=[CH:8][C:5]([C:6]#[N:7])=[C:4]([O:10][C@@H:11]([C:16]2[CH:21]=[CH:20][CH:19]=[CH:18][CH:17]=2)[CH2:12][CH2:13][CH2:14]I)[CH:3]=1.[CH2:22]([NH:24][CH2:25][CH2:26][OH:27])[CH3:23].Cl, predict the reaction product. The product is: [ClH:1].[Cl:1][C:2]1[CH:9]=[CH:8][C:5]([C:6]#[N:7])=[C:4]([O:10][C@@H:11]([C:16]2[CH:21]=[CH:20][CH:19]=[CH:18][CH:17]=2)[CH2:12][CH2:13][CH2:14][N:24]([CH2:22][CH3:23])[CH2:25][CH2:26][OH:27])[CH:3]=1.